This data is from Forward reaction prediction with 1.9M reactions from USPTO patents (1976-2016). The task is: Predict the product of the given reaction. (1) Given the reactants Br[C:2]1[CH:3]=[C:4]2[C:8](=[CH:9][C:10]=1[F:11])[NH:7][CH:6]=[CH:5]2.[CH3:12][O:13][C:14]1[CH:19]=[CH:18][C:17](B(O)O)=[CH:16][CH:15]=1.C(=O)([O-])[O-].[K+].[K+], predict the reaction product. The product is: [F:11][C:10]1[CH:9]=[C:8]2[C:4]([CH:5]=[CH:6][NH:7]2)=[CH:3][C:2]=1[C:17]1[CH:18]=[CH:19][C:14]([O:13][CH3:12])=[CH:15][CH:16]=1. (2) Given the reactants Cl[C:2]1[C:11]2=[N:12][N:13](CC3C=CC(OC)=CC=3)[CH:14]=[C:10]2[C:9]2[CH:8]=[C:7]([O:24][CH3:25])[CH:6]=[CH:5][C:4]=2[N:3]=1.C(OC([N:33]1[CH2:38][CH2:37][N:36]([CH2:39][CH2:40][O:41][C:42]2[CH:47]=[CH:46][CH:45]=[C:44]([NH2:48])[CH:43]=2)[CH2:35][CH2:34]1)=O)(C)(C)C.Cl, predict the reaction product. The product is: [CH3:25][O:24][C:7]1[CH:6]=[CH:5][C:4]2[N:3]=[C:2]([NH:48][C:44]3[CH:45]=[CH:46][CH:47]=[C:42]([O:41][CH2:40][CH2:39][N:36]4[CH2:35][CH2:34][NH:33][CH2:38][CH2:37]4)[CH:43]=3)[C:11]3=[N:12][NH:13][CH:14]=[C:10]3[C:9]=2[CH:8]=1. (3) Given the reactants Br[C:2]1[CH:3]=[C:4]([F:10])[C:5]([CH3:9])=[C:6]([F:8])[CH:7]=1.[C:11]([O:15][CH2:16][CH2:17][CH2:18][CH3:19])(=[O:14])[CH:12]=[CH2:13].C1N2CCN(CC2)C1.C(=O)([O-])[O-].[K+].[K+], predict the reaction product. The product is: [CH2:16]([O:15][C:11](=[O:14])[CH:12]=[CH:13][C:2]1[CH:3]=[C:4]([F:10])[C:5]([CH3:9])=[C:6]([F:8])[CH:7]=1)[CH2:17][CH2:18][CH3:19]. (4) Given the reactants [NH:1]1[C:9]2[C:4](=[CH:5][CH:6]=[CH:7][CH:8]=2)[C:3]([CH:10]=O)=[CH:2]1.[F:12][C:13]1[CH:33]=[CH:32][C:16]([CH2:17][O:18][CH2:19][C:20]([NH:22][CH2:23][CH2:24][CH2:25][CH2:26][CH:27]2[CH2:31][CH2:30][NH:29][CH2:28]2)=[O:21])=[CH:15][CH:14]=1.C(O[BH-](OC(=O)C)OC(=O)C)(=O)C.[Na+], predict the reaction product. The product is: [NH:1]1[C:9]2[C:4](=[CH:5][CH:6]=[CH:7][CH:8]=2)[C:3]([CH2:10][N:29]2[CH2:30][CH2:31][CH:27]([CH2:26][CH2:25][CH2:24][CH2:23][NH:22][C:20](=[O:21])[CH2:19][O:18][CH2:17][C:16]3[CH:32]=[CH:33][C:13]([F:12])=[CH:14][CH:15]=3)[CH2:28]2)=[CH:2]1. (5) Given the reactants [NH2:1][NH:2][C:3]([C:5]1[C:10]([Br:11])=[CH:9][CH:8]=[CH:7][N:6]=1)=[NH:4].[C:12]1([CH:22]=O)[C:21]2[C:16](=[CH:17][CH:18]=[CH:19][CH:20]=2)[CH:15]=[CH:14][CH:13]=1, predict the reaction product. The product is: [Br:11][C:10]1[C:5]([C:3]2[N:4]=[C:22]([C:12]3[C:21]4[C:16](=[CH:17][CH:18]=[CH:19][CH:20]=4)[CH:15]=[CH:14][CH:13]=3)[NH:1][N:2]=2)=[N:6][CH:7]=[CH:8][CH:9]=1. (6) Given the reactants Cl.[NH2:2][C@H:3]([C:14]([O:16][CH3:17])=[O:15])[CH2:4][C:5]1[C:13]2[C:8](=[CH:9][CH:10]=[CH:11][CH:12]=2)[NH:7][CH:6]=1.C(N(CC)CC)C.[F:25][C:26]1[CH:36]=[CH:35][CH:34]=[CH:33][C:27]=1[CH:28]=[CH:29][C:30](O)=[O:31].CCN=C=NCCCN(C)C.Cl, predict the reaction product. The product is: [F:25][C:26]1[CH:36]=[CH:35][CH:34]=[CH:33][C:27]=1[CH:28]=[CH:29][C:30]([NH:2][C@H:3]([C:14]([O:16][CH3:17])=[O:15])[CH2:4][C:5]1[C:13]2[C:8](=[CH:9][CH:10]=[CH:11][CH:12]=2)[NH:7][CH:6]=1)=[O:31].